Dataset: Catalyst prediction with 721,799 reactions and 888 catalyst types from USPTO. Task: Predict which catalyst facilitates the given reaction. The catalyst class is: 16. Product: [C:29]([O:28][C:26]([N:20]1[CH2:25][CH2:24][N:23]([C:13]2[N:12]=[C:11]3[C:16]([N:8]([CH2:7][C:6]([O:5][C:2]([CH3:4])([CH3:3])[CH3:1])=[O:19])[CH:9]=[N:10]3)=[C:15]([NH2:17])[N:14]=2)[CH2:22][CH2:21]1)=[O:27])([CH3:32])([CH3:30])[CH3:31]. Reactant: [CH3:1][C:2]([O:5][C:6](=[O:19])[CH2:7][N:8]1[C:16]2[C:11](=[N:12][C:13](Cl)=[N:14][C:15]=2[NH2:17])[N:10]=[CH:9]1)([CH3:4])[CH3:3].[N:20]1([C:26]([O:28][C:29]([CH3:32])([CH3:31])[CH3:30])=[O:27])[CH2:25][CH2:24][NH:23][CH2:22][CH2:21]1.O.C(OCC)(=O)C.